From a dataset of Reaction yield outcomes from USPTO patents with 853,638 reactions. Predict the reaction yield, written as a fraction of the theoretical maximum amount of product (1.0 means a 100% yield; for example, 0.34 means a 34% yield). (1) The yield is 0.920. The reactants are C([O:8][C:9]1[CH:10]=[C:11]([C:23]2([C:26]#[N:27])[CH2:25][CH2:24]2)[CH:12]=[CH:13][C:14]=1[O:15]CC1C=CC=CC=1)C1C=CC=CC=1. The product is [OH:8][C:9]1[CH:10]=[C:11]([C:23]2([C:26]#[N:27])[CH2:24][CH2:25]2)[CH:12]=[CH:13][C:14]=1[OH:15]. The catalyst is CO.[Pd]. (2) The reactants are Cl[C:2]1[CH:11]=[C:10]([C:12]2[CH:17]=[CH:16][CH:15]=[CH:14][C:13]=2[CH3:18])[C:5]([C:6]([NH:8][CH3:9])=[O:7])=[CH:4][N:3]=1.[NH:19]1[CH2:24][CH2:23][O:22][CH2:21][CH2:20]1.C(N(C(C)C)C(C)C)C. The catalyst is CN(C1C=CN=CC=1)C.C(OCC)(=O)C. The product is [CH3:9][NH:8][C:6](=[O:7])[C:5]1[C:10]([C:12]2[CH:17]=[CH:16][CH:15]=[CH:14][C:13]=2[CH3:18])=[CH:11][C:2]([N:19]2[CH2:24][CH2:23][O:22][CH2:21][CH2:20]2)=[N:3][CH:4]=1. The yield is 0.929. (3) The reactants are [CH:1]([N:4]1[C:8]([C:9]2[N:10]=[C:11]3[C:17]4[CH:18]=[CH:19][C:20](B5OC(C)(C)C(C)(C)O5)=[CH:21][C:16]=4[O:15][CH2:14][CH2:13][N:12]3[CH:31]=2)=[N:7][CH:6]=[N:5]1)([CH3:3])[CH3:2].Br[C:33]1[N:34]=[CH:35][N:36]([CH2:38][C:39]([CH3:42])([OH:41])[CH3:40])[CH:37]=1.BrC1N(CC(C)(O)C)C=NC=1.COCCOC.C(=O)([O-])[O-].[Cs+].[Cs+].O. The catalyst is C1C=CC(P(C2C=CC=CC=2)[C-]2C=CC=C2)=CC=1.C1C=CC(P(C2C=CC=CC=2)[C-]2C=CC=C2)=CC=1.Cl[Pd]Cl.[Fe+2]. The product is [CH:1]([N:4]1[C:8]([C:9]2[N:10]=[C:11]3[C:17]4[CH:18]=[CH:19][C:20]([C:33]5[N:34]=[CH:35][N:36]([CH2:38][C:39]([CH3:42])([OH:41])[CH3:40])[CH:37]=5)=[CH:21][C:16]=4[O:15][CH2:14][CH2:13][N:12]3[CH:31]=2)=[N:7][CH:6]=[N:5]1)([CH3:3])[CH3:2]. The yield is 0.120. (4) The reactants are C(Cl)(=O)C(Cl)=O.[CH3:7][C:8]1[C:12]([C:13]([OH:15])=O)=[CH:11][O:10][N:9]=1.[N:16]1([CH2:22][CH2:23][O:24][C:25]2[CH:30]=[CH:29][C:28]([C:31]34[NH:43][CH2:42][CH2:41][N:32]3[C:33](=[O:40])[C:34]3[N:35]([CH:37]=[CH:38][CH:39]=3)[CH2:36]4)=[CH:27][CH:26]=2)[CH2:21][CH2:20][O:19][CH2:18][CH2:17]1.O. The catalyst is CN(C=O)C.C(Cl)Cl.N1C=CC=CC=1. The product is [CH3:7][C:8]1[C:12]([C:13]([N:43]2[C:31]3([C:28]4[CH:29]=[CH:30][C:25]([O:24][CH2:23][CH2:22][N:16]5[CH2:17][CH2:18][O:19][CH2:20][CH2:21]5)=[CH:26][CH:27]=4)[CH2:36][N:35]4[CH:37]=[CH:38][CH:39]=[C:34]4[C:33](=[O:40])[N:32]3[CH2:41][CH2:42]2)=[O:15])=[CH:11][O:10][N:9]=1. The yield is 0.360. (5) The reactants are C(OC[O:5][CH:6]1[CH2:23][CH:22]2[CH:8]([C:9](=[O:36])[N:10]([CH3:35])[CH2:11][CH2:12][CH2:13][CH2:14][CH:15]=[CH:16][CH:17]3[C:19]([C:25]([NH:27][S:28]([C:31]4([CH3:34])[CH2:33][CH2:32]4)(=[O:30])=[O:29])=[O:26])([NH:20][C:21]2=[O:24])[CH2:18]3)[CH2:7]1)C.Cl.C(=O)([O-])O.[Na+]. The catalyst is C1COCC1.CO.O. The product is [OH:5][CH:6]1[CH2:23][CH:22]2[CH:8]([C:9](=[O:36])[N:10]([CH3:35])[CH2:11][CH2:12][CH2:13][CH2:14][CH:15]=[CH:16][CH:17]3[C:19]([C:25]([NH:27][S:28]([C:31]4([CH3:34])[CH2:33][CH2:32]4)(=[O:30])=[O:29])=[O:26])([NH:20][C:21]2=[O:24])[CH2:18]3)[CH2:7]1. The yield is 0.930.